This data is from Peptide-MHC class II binding affinity with 134,281 pairs from IEDB. The task is: Regression. Given a peptide amino acid sequence and an MHC pseudo amino acid sequence, predict their binding affinity value. This is MHC class II binding data. The peptide sequence is GFLNEDHWFSRENSYSG. The MHC is DRB1_0701 with pseudo-sequence DRB1_0701. The binding affinity (normalized) is 0.226.